Dataset: Reaction yield outcomes from USPTO patents with 853,638 reactions. Task: Predict the reaction yield, written as a fraction of the theoretical maximum amount of product (1.0 means a 100% yield; for example, 0.34 means a 34% yield). (1) The reactants are C(OC([N:8]1[C:16]2[C:11](=[CH:12][CH:13]=[C:14]([Cl:17])[CH:15]=2)/[C:10](=[CH:18]/[C:19]2[CH:24]=[CH:23][CH:22]=[C:21]([Cl:25])[CH:20]=2)/[C:9]1=[O:26])=O)(C)(C)C.C([Si](C)(C)[O:32][C@@H:33]1[CH2:38][CH2:37][C@H:36]([O:39][C:40]2[CH:45]=[CH:44][C:43]([Cl:46])=[CH:42][C:41]=2[CH:47]=[N:48][C:49]([O:51][Si](C)(C)C)=[CH2:50])[CH2:35][CH2:34]1)(C)(C)C. The catalyst is C1(C)C=CC=CC=1. The product is [Cl:17][C:14]1[CH:15]=[C:16]2[NH:8][C:9](=[O:26])[C:10]3([CH:18]([C:19]4[CH:24]=[CH:23][CH:22]=[C:21]([Cl:25])[CH:20]=4)[CH2:51][C:49](=[O:50])[NH:48][CH:47]3[C:41]3[CH:42]=[C:43]([Cl:46])[CH:44]=[CH:45][C:40]=3[O:39][C@H:36]3[CH2:35][CH2:34][C@@H:33]([OH:32])[CH2:38][CH2:37]3)[C:11]2=[CH:12][CH:13]=1. The yield is 0.180. (2) The reactants are [Br:1][C:2]1[CH:3]=[N:4][N:5]2[CH:10]=[CH:9][C:8]([C:11]([OH:13])=O)=[CH:7][C:6]=12.C(Cl)(=O)C(Cl)=O.[CH2:20]([NH:22][C:23]1[CH:30]=[CH:29][C:26]([C:27]#[N:28])=[CH:25][N:24]=1)[CH3:21].CCN(C(C)C)C(C)C. The catalyst is ClCCl.CN(C)C=O. The product is [Br:1][C:2]1[CH:3]=[N:4][N:5]2[CH:10]=[CH:9][C:8]([C:11]([N:22]([C:23]3[CH:30]=[CH:29][C:26]([C:27]#[N:28])=[CH:25][N:24]=3)[CH2:20][CH3:21])=[O:13])=[CH:7][C:6]=12. The yield is 0.630. (3) The reactants are Br[C:2]1[C:10]2[O:9][C:8]([C:11]3[CH:16]=[CH:15][C:14]([O:17][CH3:18])=[CH:13][CH:12]=3)=[N:7][C:6]=2[CH:5]=[C:4]([O:19][CH3:20])[CH:3]=1.[Cu][C:22]#[N:23].C(N(CC(O)=O)CC(O)=O)CN(CC(O)=O)CC(O)=O. The catalyst is CN(C)C=O. The product is [CH3:20][O:19][C:4]1[CH:3]=[C:2]([C:22]#[N:23])[C:10]2[O:9][C:8]([C:11]3[CH:16]=[CH:15][C:14]([O:17][CH3:18])=[CH:13][CH:12]=3)=[N:7][C:6]=2[CH:5]=1. The yield is 0.980. (4) The reactants are [F:1][C:2]1[CH:11]=[C:10]2[C:5]([CH2:6][CH2:7][CH2:8][C:9]2=O)=[CH:4][CH:3]=1.Cl.[NH2:14][OH:15].C([O-])(=O)C.[Na+]. The catalyst is O. The product is [F:1][C:2]1[CH:11]=[C:10]2[C:5]([CH2:6][CH2:7][CH2:8][C:9]2=[N:14][OH:15])=[CH:4][CH:3]=1. The yield is 1.00. (5) The reactants are [CH:1]1([S:4][C:5]2[CH:10]=[CH:9][CH:8]=[CH:7][C:6]=2[CH:11]2[CH:15]([C:16]([O:18][CH2:19][CH3:20])=[O:17])[CH2:14][CH2:13][NH:12]2)[CH2:3][CH2:2]1.CCN(CC)CC.[C:28](O[C:28]([O:30][C:31]([CH3:34])([CH3:33])[CH3:32])=[O:29])([O:30][C:31]([CH3:34])([CH3:33])[CH3:32])=[O:29]. The catalyst is C(Cl)Cl. The product is [CH:1]1([S:4][C:5]2[CH:10]=[CH:9][CH:8]=[CH:7][C:6]=2[CH:11]2[CH:15]([C:16]([O:18][CH2:19][CH3:20])=[O:17])[CH2:14][CH2:13][N:12]2[C:28]([O:30][C:31]([CH3:34])([CH3:33])[CH3:32])=[O:29])[CH2:2][CH2:3]1. The yield is 0.560. (6) The reactants are [C:1]([S:5]([C:8]1[CH:9]=[C:10]2[C:15](=[CH:16][CH:17]=1)[N:14]=[CH:13][CH:12]=[C:11]2[Cl:18])(=[O:7])=[O:6])([CH3:4])([CH3:3])[CH3:2].[NH2:19][C:20]1[C:24]([C:25]([O:27][CH2:28][CH3:29])=[O:26])=[C:23]([CH3:30])[NH:22][N:21]=1. The catalyst is CCO.Cl. The product is [ClH:18].[C:1]([S:5]([C:8]1[CH:9]=[C:10]2[C:15](=[CH:16][CH:17]=1)[N:14]=[CH:13][CH:12]=[C:11]2[NH:19][C:20]1[C:24]([C:25]([O:27][CH2:28][CH3:29])=[O:26])=[C:23]([CH3:30])[NH:22][N:21]=1)(=[O:7])=[O:6])([CH3:4])([CH3:3])[CH3:2]. The yield is 0.595. (7) The reactants are [P:1]([O-:47])([O-:46])([O:3][C:4](C(C)(C)C)(C(C)(C)C)[N:5]1[CH:10]=[CH:9][C:8]([NH:11][C:12](=[O:36])[C:13]2[CH:18]=[CH:17][C:16]([C:19]([F:25])([F:24])[C:20]([F:23])([F:22])[F:21])=[CH:15][C:14]=2[O:26][C:27]2[CH:32]=[CH:31][C:30]([F:33])=[CH:29][C:28]=2[O:34][CH3:35])=[CH:7][C:6]1=[O:37])=[O:2]. The catalyst is CC#N.O.CC(O)=O. The product is [P:1]([OH:46])([OH:47])([O:3][CH2:4][N:5]1[CH:10]=[CH:9][C:8]([NH:11][C:12](=[O:36])[C:13]2[CH:18]=[CH:17][C:16]([C:19]([F:24])([F:25])[C:20]([F:22])([F:23])[F:21])=[CH:15][C:14]=2[O:26][C:27]2[CH:32]=[CH:31][C:30]([F:33])=[CH:29][C:28]=2[O:34][CH3:35])=[CH:7][C:6]1=[O:37])=[O:2]. The yield is 0.439.